This data is from Forward reaction prediction with 1.9M reactions from USPTO patents (1976-2016). The task is: Predict the product of the given reaction. (1) Given the reactants C(N(C(C)C)C(C)C)C.[F:10][C:11]1[CH:12]=[C:13]([C:19]2[N:24]=[C:23](O)[C:22]([CH2:26][C:27]([O:29][CH3:30])=[O:28])=[C:21]([CH3:31])[N:20]=2)[CH:14]=[CH:15][C:16]=1[O:17][CH3:18].O(Cl)[Cl:33].[P], predict the reaction product. The product is: [Cl:33][C:23]1[C:22]([CH2:26][C:27]([O:29][CH3:30])=[O:28])=[C:21]([CH3:31])[N:20]=[C:19]([C:13]2[CH:14]=[CH:15][C:16]([O:17][CH3:18])=[C:11]([F:10])[CH:12]=2)[N:24]=1. (2) Given the reactants CCN(CC)CC.[CH2:8]([O:10][CH:11]=[C:12]([C:19](=[O:21])[CH3:20])[CH2:13][C:14]([O:16][CH2:17][CH3:18])=[O:15])[CH3:9].[CH3:22][Si:23](Cl)([CH3:25])[CH3:24], predict the reaction product. The product is: [CH2:8]([O:10][CH:11]=[C:12]([C:19]([O:21][Si:23]([CH3:25])([CH3:24])[CH3:22])=[CH2:20])[CH2:13][C:14]([O:16][CH2:17][CH3:18])=[O:15])[CH3:9]. (3) Given the reactants [NH2:1][C:2]1[CH:3]=[C:4]2[C:9](=[N:10][CH:11]=1)[N:8]=[CH:7][C:6]([C:12]#[N:13])=[C:5]2[NH:14][C:15]1[CH:20]=[CH:19][CH:18]=[C:17]([Br:21])[CH:16]=1.CN1CCCC1=O.[Cl:29][CH2:30][C:31](Cl)=[O:32].C(=O)(O)[O-].[Na+], predict the reaction product. The product is: [Br:21][C:17]1[CH:16]=[C:15]([NH:14][C:5]2[C:6]([C:12]#[N:13])=[CH:7][N:8]=[C:9]3[C:4]=2[CH:3]=[C:2]([NH:1][C:31](=[O:32])[CH2:30][Cl:29])[CH:11]=[N:10]3)[CH:20]=[CH:19][CH:18]=1. (4) Given the reactants [C:1]([OH:13])(=[O:12])[CH2:2][C:3]([CH2:8][C:9]([OH:11])=[O:10])([C:5]([OH:7])=[O:6])[OH:4], predict the reaction product. The product is: [C:1].[C:1]([OH:13])(=[O:12])[CH2:2][C:3]([CH2:8][C:9]([OH:11])=[O:10])([C:5]([OH:7])=[O:6])[OH:4].